Dataset: NCI-60 drug combinations with 297,098 pairs across 59 cell lines. Task: Regression. Given two drug SMILES strings and cell line genomic features, predict the synergy score measuring deviation from expected non-interaction effect. (1) Synergy scores: CSS=6.70, Synergy_ZIP=1.15, Synergy_Bliss=-2.93, Synergy_Loewe=-29.0, Synergy_HSA=-4.79. Cell line: NCI-H460. Drug 2: C1C(C(OC1N2C=NC3=C(N=C(N=C32)Cl)N)CO)O. Drug 1: CC1C(C(CC(O1)OC2CC(CC3=C2C(=C4C(=C3O)C(=O)C5=C(C4=O)C(=CC=C5)OC)O)(C(=O)C)O)N)O.Cl. (2) Drug 2: CN(C(=O)NC(C=O)C(C(C(CO)O)O)O)N=O. Synergy scores: CSS=-3.12, Synergy_ZIP=-0.675, Synergy_Bliss=-6.99, Synergy_Loewe=-9.91, Synergy_HSA=-8.35. Cell line: HCT-15. Drug 1: CNC(=O)C1=CC=CC=C1SC2=CC3=C(C=C2)C(=NN3)C=CC4=CC=CC=N4. (3) Drug 1: CC1=C(N=C(N=C1N)C(CC(=O)N)NCC(C(=O)N)N)C(=O)NC(C(C2=CN=CN2)OC3C(C(C(C(O3)CO)O)O)OC4C(C(C(C(O4)CO)O)OC(=O)N)O)C(=O)NC(C)C(C(C)C(=O)NC(C(C)O)C(=O)NCCC5=NC(=CS5)C6=NC(=CS6)C(=O)NCCC[S+](C)C)O. Drug 2: C(CCl)NC(=O)N(CCCl)N=O. Cell line: OVCAR-4. Synergy scores: CSS=11.7, Synergy_ZIP=-4.71, Synergy_Bliss=-1.86, Synergy_Loewe=-6.01, Synergy_HSA=-0.0124. (4) Drug 1: C1=C(C(=O)NC(=O)N1)F. Drug 2: C(=O)(N)NO. Cell line: 786-0. Synergy scores: CSS=21.6, Synergy_ZIP=-2.37, Synergy_Bliss=-5.49, Synergy_Loewe=-21.8, Synergy_HSA=-4.48. (5) Drug 1: CN1C(=O)N2C=NC(=C2N=N1)C(=O)N. Drug 2: N.N.Cl[Pt+2]Cl. Cell line: SK-MEL-5. Synergy scores: CSS=65.4, Synergy_ZIP=-3.75, Synergy_Bliss=-4.42, Synergy_Loewe=-22.0, Synergy_HSA=-0.199. (6) Drug 1: C1CN(CCN1C(=O)CCBr)C(=O)CCBr. Drug 2: C1C(C(OC1N2C=NC3=C2NC=NCC3O)CO)O. Cell line: A498. Synergy scores: CSS=14.4, Synergy_ZIP=-4.93, Synergy_Bliss=-0.719, Synergy_Loewe=-0.605, Synergy_HSA=-0.308.